This data is from Catalyst prediction with 721,799 reactions and 888 catalyst types from USPTO. The task is: Predict which catalyst facilitates the given reaction. (1) Reactant: C(OC([N:8]1[CH2:13][CH2:12][CH:11]([C:14]2[CH:19]=[C:18]([F:20])[CH:17]=[CH:16][C:15]=2[O:21]C)[CH2:10][CH2:9]1)=O)(C)(C)C.B(Br)(Br)Br.C(=O)([O-])O.[Na+]. Product: [F:20][C:18]1[CH:17]=[CH:16][C:15]([OH:21])=[C:14]([CH:11]2[CH2:10][CH2:9][NH:8][CH2:13][CH2:12]2)[CH:19]=1. The catalyst class is: 4. (2) Reactant: [SH:1][C:2]1[CH:10]=[CH:9][C:5]([C:6]([OH:8])=[O:7])=[CH:4][CH:3]=1.Br[CH2:12][CH2:13][OH:14].C(N(CC)CC)C. Product: [OH:14][CH2:13][CH2:12][S:1][C:2]1[CH:10]=[CH:9][C:5]([C:6]([OH:8])=[O:7])=[CH:4][CH:3]=1. The catalyst class is: 2.